This data is from Forward reaction prediction with 1.9M reactions from USPTO patents (1976-2016). The task is: Predict the product of the given reaction. (1) Given the reactants N1C2C(=CC(C3C4C(=NC=C(C5C=CC(N(C)C)=NC=5)C=4)NC=3)=CC=2)C=C1.Br[C:29]1[N:34]=[C:33]2[N:35]([C:38]3[CH:39]=[C:40]4[C:44](=[CH:45][CH:46]=3)[NH:43][CH:42]=[CH:41]4)[CH:36]=[N:37][C:32]2=[N:31][CH:30]=1.[CH3:47][O:48][C:49]1[CH:50]=[C:51](B(O)O)[CH:52]=[C:53]([O:57][CH3:58])[C:54]=1[O:55][CH3:56].C([O-])([O-])=O.[Na+].[Na+], predict the reaction product. The product is: [NH:43]1[C:44]2[C:40](=[CH:39][C:38]([N:35]3[C:33]4=[N:34][C:29]([C:51]5[CH:52]=[C:53]([O:57][CH3:58])[C:54]([O:55][CH3:56])=[C:49]([O:48][CH3:47])[CH:50]=5)=[CH:30][N:31]=[C:32]4[N:37]=[CH:36]3)=[CH:46][CH:45]=2)[CH:41]=[CH:42]1. (2) Given the reactants [Cl:1][C:2]1[CH:13]=[CH:12][C:5]([O:6][CH:7]([CH3:11])[C:8]([O-:10])=[O:9])=[C:4]([CH3:14])[CH:3]=1.C([N+](CC=C)(C)C)C=C.ClC1C=CC(O[C@H](C)C(O)=O)=C(C)C=1.[OH-].[K+:39], predict the reaction product. The product is: [Cl:1][C:2]1[CH:13]=[CH:12][C:5]([O:6][C@H:7]([CH3:11])[C:8]([O-:10])=[O:9])=[C:4]([CH3:14])[CH:3]=1.[K+:39]. (3) Given the reactants [Cl-].O[NH3+:3].[C:4](=[O:7])([O-])[OH:5].[Na+].CS(C)=O.[CH2:13]([C:17]1[N:21]([CH2:22][C:23]2[CH:28]=[CH:27][C:26]([C:29]3[C:30]([C:35]#[N:36])=[CH:31][CH:32]=[CH:33][CH:34]=3)=[CH:25][CH:24]=2)[C:20](=[O:37])[N:19]([CH:38]([CH2:40][CH3:41])[CH3:39])[N:18]=1)[CH2:14][CH2:15][CH3:16], predict the reaction product. The product is: [CH2:13]([C:17]1[N:21]([CH2:22][C:23]2[CH:28]=[CH:27][C:26]([C:29]3[CH:34]=[CH:33][CH:32]=[CH:31][C:30]=3[C:35]3[NH:3][C:4](=[O:7])[O:5][N:36]=3)=[CH:25][CH:24]=2)[C:20](=[O:37])[N:19]([CH:38]([CH2:40][CH3:41])[CH3:39])[N:18]=1)[CH2:14][CH2:15][CH3:16]. (4) Given the reactants C([N:8]1[CH2:12][CH2:11][CH2:10][C@H:9]1[C:13]([OH:16])([CH3:15])[CH3:14])C1C=CC=CC=1.CC1C=C2N=C3C(=NC(NC3=O)=O)N(C[C@H](O)[C@H](O)[C@H](O)CO)C2=CC=1C.CC([O-])=O, predict the reaction product. The product is: [NH:8]1[CH2:12][CH2:11][CH2:10][C@H:9]1[C:13]([OH:16])([CH3:15])[CH3:14]. (5) Given the reactants Br[CH2:2][CH2:3][C:4]([OH:6])=[O:5].C([Li])CCC.[CH:12]12[CH2:18][CH:15]([CH:16]=[CH:17]1)[CH2:14][CH:13]2[CH2:19][CH:20]=O.Cl, predict the reaction product. The product is: [CH:12]12[CH2:18][CH:15]([CH:16]=[CH:17]1)[CH2:14][CH:13]2[CH2:19][CH:20]1[O:6][C:4](=[O:5])[CH2:3][CH2:2]1. (6) The product is: [CH2:26]([O:28][CH:29]([N:31]1[CH:35]=[C:34]([C:9]2[C:10]3[CH:17]=[CH:16][N:15]([CH2:18][O:19][CH2:20][CH2:21][Si:22]([CH3:25])([CH3:24])[CH3:23])[C:11]=3[N:12]=[CH:13][N:14]=2)[CH:33]=[N:32]1)[CH3:30])[CH3:27]. Given the reactants O.C(=O)([O-])[O-].[K+].[K+].Cl[C:9]1[C:10]2[CH:17]=[CH:16][N:15]([CH2:18][O:19][CH2:20][CH2:21][Si:22]([CH3:25])([CH3:24])[CH3:23])[C:11]=2[N:12]=[CH:13][N:14]=1.[CH2:26]([O:28][CH:29]([N:31]1[CH:35]=[C:34](B2OC(C)(C)C(C)(C)O2)[CH:33]=[N:32]1)[CH3:30])[CH3:27], predict the reaction product.